Dataset: Acute oral toxicity (LD50) regression data from Zhu et al.. Task: Regression/Classification. Given a drug SMILES string, predict its toxicity properties. Task type varies by dataset: regression for continuous values (e.g., LD50, hERG inhibition percentage) or binary classification for toxic/non-toxic outcomes (e.g., AMES mutagenicity, cardiotoxicity, hepatotoxicity). Dataset: ld50_zhu. The molecule is CC=CCCCCCCCC(=O)OC. The rat oral LD50 is 1.82, given as -log10 of the dose in mol/kg body weight (higher means more acutely toxic).